This data is from Full USPTO retrosynthesis dataset with 1.9M reactions from patents (1976-2016). The task is: Predict the reactants needed to synthesize the given product. (1) Given the product [OH:1][C:2]1[C:11]2[C:6](=[N:7][CH:8]=[CH:9][CH:10]=2)[N:5]([CH2:12][C:13]2[CH:18]=[CH:17][C:16]([C:19]([F:21])([F:20])[F:22])=[CH:15][CH:14]=2)[C:4](=[O:23])[C:3]=1[C:24]([NH:26][CH2:27][C:28]([OH:30])=[O:29])=[O:25], predict the reactants needed to synthesize it. The reactants are: [OH:1][C:2]1[C:11]2[C:6](=[N:7][CH:8]=[CH:9][CH:10]=2)[N:5]([CH2:12][C:13]2[CH:18]=[CH:17][C:16]([C:19]([F:22])([F:21])[F:20])=[CH:15][CH:14]=2)[C:4](=[O:23])[C:3]=1[C:24]([NH:26][CH2:27][C:28]([O:30]C(C)(C)C)=[O:29])=[O:25].FC(F)(F)C(O)=O. (2) Given the product [NH2:1][C:4]1[CH:5]=[C:6]([C:12]([F:15])([F:13])[F:14])[C:7]([C:10]#[N:11])=[N:8][CH:9]=1, predict the reactants needed to synthesize it. The reactants are: [N+:1]([C:4]1[CH:5]=[C:6]([C:12]([F:15])([F:14])[F:13])[C:7]([C:10]#[N:11])=[N:8][CH:9]=1)([O-])=O. (3) Given the product [F:1][C:2]1[CH:32]=[CH:31][C:5]([CH2:6][NH:7][C:8]([C:10]2[N:11]=[C:12]3[N:17]([C:18](=[O:28])[C:19]=2[O:20][CH2:21][C:22]2[CH:27]=[CH:26][CH:25]=[CH:24][CH:23]=2)[CH2:16][CH2:15][O:14][C:13]3([CH3:30])[CH3:29])=[O:9])=[C:4]([C:41]2[C:36]([O:35][CH3:34])=[N:37][CH:38]=[CH:39][CH:40]=2)[CH:3]=1, predict the reactants needed to synthesize it. The reactants are: [F:1][C:2]1[CH:32]=[CH:31][C:5]([CH2:6][NH:7][C:8]([C:10]2[N:11]=[C:12]3[N:17]([C:18](=[O:28])[C:19]=2[O:20][CH2:21][C:22]2[CH:27]=[CH:26][CH:25]=[CH:24][CH:23]=2)[CH2:16][CH2:15][O:14][C:13]3([CH3:30])[CH3:29])=[O:9])=[C:4](I)[CH:3]=1.[CH3:34][O:35][C:36]1[C:41](B(O)O)=[CH:40][CH:39]=[CH:38][N:37]=1.C(=O)([O-])[O-].[Na+].[Na+]. (4) Given the product [CH2:1]([O:3][C:4]1[CH:5]=[C:6]([CH:7]=[O:8])[CH:9]=[C:10]([O:13][CH2:14][CH3:15])[C:11]=1[C:20]1[CH:21]=[CH:22][C:17]([F:16])=[CH:18][CH:19]=1)[CH3:2], predict the reactants needed to synthesize it. The reactants are: [CH2:1]([O:3][C:4]1[CH:5]=[C:6]([CH:9]=[C:10]([O:13][CH2:14][CH3:15])[C:11]=1I)[CH:7]=[O:8])[CH3:2].[F:16][C:17]1[CH:22]=[CH:21][C:20](B(O)O)=[CH:19][CH:18]=1.[O-]P([O-])([O-])=O.[K+].[K+].[K+]. (5) Given the product [CH2:11]([N:9]([CH2:8][C:7]1[CH:2]=[CH:3][CH:4]=[CH:5][CH:6]=1)[C:5]1[CH:6]=[C:7]([CH3:8])[C:2]([Br:1])=[CH:3][C:4]=1[F:10])[C:12]1[CH:17]=[CH:16][CH:15]=[CH:14][CH:13]=1, predict the reactants needed to synthesize it. The reactants are: [Br:1][C:2]1[C:7]([CH3:8])=[CH:6][C:5]([NH2:9])=[C:4]([F:10])[CH:3]=1.[CH2:11](Br)[C:12]1[CH:17]=[CH:16][CH:15]=[CH:14][CH:13]=1.C(=O)([O-])[O-].[K+].[K+]. (6) Given the product [CH3:40][S:41]([OH:44])(=[O:43])=[O:42].[CH:1]1([N:5]2[CH2:10][CH2:9][N:8]([C:11]3[C:12]([CH2:33][CH3:34])=[CH:13][C:14]4[C:26](=[O:27])[C:25]5[C:24]6[C:19](=[CH:20][C:21]([C:28]#[N:29])=[CH:22][CH:23]=6)[NH:18][C:17]=5[C:16]([CH3:30])([CH3:31])[C:15]=4[CH:32]=3)[CH2:7][CH2:6]2)[CH2:4][CH2:3][CH2:2]1, predict the reactants needed to synthesize it. The reactants are: [CH:1]1([N:5]2[CH2:10][CH2:9][N:8]([C:11]3[C:12]([CH2:33][CH3:34])=[CH:13][C:14]4[C:26](=[O:27])[C:25]5[C:24]6[C:19](=[CH:20][C:21]([C:28]#[N:29])=[CH:22][CH:23]=6)[NH:18][C:17]=5[C:16]([CH3:31])([CH3:30])[C:15]=4[CH:32]=3)[CH2:7][CH2:6]2)[CH2:4][CH2:3][CH2:2]1.CN(C=O)C.[CH3:40][S:41]([OH:44])(=[O:43])=[O:42]. (7) The reactants are: [Br:1][C:2]1[CH:3]=[C:4](/[CH:9]=[CH:10]/[CH2:11][O:12][C:13]2[CH:18]=[CH:17][C:16]([CH2:19][C@H:20]([O:26][CH2:27][CH3:28])[C:21]([O:23]CC)=[O:22])=[CH:15][CH:14]=2)[CH:5]=[C:6]([Br:8])[CH:7]=1.[OH-].[Na+]. Given the product [Br:1][C:2]1[CH:3]=[C:4](/[CH:9]=[CH:10]/[CH2:11][O:12][C:13]2[CH:18]=[CH:17][C:16]([CH2:19][C@H:20]([O:26][CH2:27][CH3:28])[C:21]([OH:23])=[O:22])=[CH:15][CH:14]=2)[CH:5]=[C:6]([Br:8])[CH:7]=1, predict the reactants needed to synthesize it. (8) Given the product [N:13]1([C:2]2[C:3]([NH2:12])=[N:4][CH:5]=[C:6]([C:8]([F:11])([F:10])[F:9])[CH:7]=2)[CH:17]=[N:16][CH:15]=[N:14]1, predict the reactants needed to synthesize it. The reactants are: I[C:2]1[C:3]([NH2:12])=[N:4][CH:5]=[C:6]([C:8]([F:11])([F:10])[F:9])[CH:7]=1.[NH:13]1[CH:17]=[N:16][CH:15]=[N:14]1.N1C2C(=CC=CC=2O)C=CC=1.C(=O)([O-])[O-].[K+].[K+]. (9) Given the product [N:19]1([C:26]2[CH:33]=[CH:32][C:31]([Br:34])=[CH:30][C:27]=2/[CH:28]=[C:11](\[CH2:17][CH3:18])/[C:12]([O:14][CH2:15][CH3:16])=[O:13])[CH2:25][CH2:24][CH2:23][CH2:22][CH2:21][CH2:20]1, predict the reactants needed to synthesize it. The reactants are: [H-].[Na+].C(OP([CH:11]([CH2:17][CH3:18])[C:12]([O:14][CH2:15][CH3:16])=[O:13])(OCC)=O)C.[N:19]1([C:26]2[CH:33]=[CH:32][C:31]([Br:34])=[CH:30][C:27]=2[CH:28]=O)[CH2:25][CH2:24][CH2:23][CH2:22][CH2:21][CH2:20]1.O. (10) The reactants are: [CH:1](=O)[C:2]1[CH:7]=[CH:6][CH:5]=[C:4]([O:8][CH3:9])[CH:3]=1.C(O[C:14](=[O:18])[CH2:15][C:16]#[N:17])C.C(=O)([O-])[O-].[K+].[K+].Cl.[CH:26]1([NH:29][C:30]([NH2:32])=[NH:31])[CH2:28][CH2:27]1. Given the product [CH:26]1([NH:29][C:30]2[N:32]=[C:14]([OH:18])[C:15]([C:16]#[N:17])=[C:1]([C:2]3[CH:7]=[CH:6][CH:5]=[C:4]([O:8][CH3:9])[CH:3]=3)[N:31]=2)[CH2:28][CH2:27]1, predict the reactants needed to synthesize it.